Predict the product of the given reaction. From a dataset of Forward reaction prediction with 1.9M reactions from USPTO patents (1976-2016). Given the reactants [N+:1]([C:4]1[CH:5]=[CH:6][C:7]2[O:12][CH:11]([CH2:13][C:14]([O:16][CH3:17])=[O:15])[CH2:10][NH:9][C:8]=2[CH:18]=1)([O-:3])=[O:2].C(=O)([O-])[O-].[Na+].[Na+].[C:25](Cl)(=[O:32])[C:26]1[CH:31]=[CH:30][CH:29]=[CH:28][CH:27]=1, predict the reaction product. The product is: [C:25]([N:9]1[C:8]2[CH:18]=[C:4]([N+:1]([O-:3])=[O:2])[CH:5]=[CH:6][C:7]=2[O:12][CH:11]([CH2:13][C:14]([O:16][CH3:17])=[O:15])[CH2:10]1)(=[O:32])[C:26]1[CH:31]=[CH:30][CH:29]=[CH:28][CH:27]=1.